Dataset: Forward reaction prediction with 1.9M reactions from USPTO patents (1976-2016). Task: Predict the product of the given reaction. Given the reactants [CH2:1]([N:8]1[CH2:12][C@H:11]([C:13]2[CH:18]=[CH:17][CH:16]=[CH:15][CH:14]=2)[C@@H:10]([C:19]#N)[CH2:9]1)[C:2]1[CH:7]=[CH:6][CH:5]=[CH:4][CH:3]=1.C(N1C[C@H](C2C=CC=CC=2)[C@H](C#N)C1)C1C=CC=CC=1.[OH-:41].[Na+].Cl.[OH2:44], predict the reaction product. The product is: [CH2:1]([N:8]1[CH2:12][C@H:11]([C:13]2[CH:18]=[CH:17][CH:16]=[CH:15][CH:14]=2)[C@@H:10]([C:19]([OH:44])=[O:41])[CH2:9]1)[C:2]1[CH:7]=[CH:6][CH:5]=[CH:4][CH:3]=1.